Predict the product of the given reaction. From a dataset of Forward reaction prediction with 1.9M reactions from USPTO patents (1976-2016). (1) Given the reactants Cl[C:2]([CH3:5])([CH3:4])[CH3:3].[Mg].C([Mg]Cl)(C)(C)C.[C:13]([CH2:17][C:18](Cl)=[O:19])([CH3:16])([CH3:15])[CH3:14], predict the reaction product. The product is: [CH3:3][C:2]([CH3:5])([C:18](=[O:19])[CH2:17][C:13]([CH3:16])([CH3:15])[CH3:14])[CH3:4]. (2) Given the reactants [Cl:1][C:2]1[CH:3]=[C:4]([C:12]2[O:16][N:15]=[C:14]([C:17]3[C:22]4[CH:23]=[CH:24][O:25][C:21]=4[C:20]([O:26][CH2:27][CH2:28][CH2:29][C:30]([O:32]CC)=[O:31])=[CH:19][CH:18]=3)[N:13]=2)[CH:5]=[CH:6][C:7]=1[O:8][CH:9]([CH3:11])[CH3:10].[OH-].[Na+].Cl, predict the reaction product. The product is: [Cl:1][C:2]1[CH:3]=[C:4]([C:12]2[O:16][N:15]=[C:14]([C:17]3[C:22]4[CH:23]=[CH:24][O:25][C:21]=4[C:20]([O:26][CH2:27][CH2:28][CH2:29][C:30]([OH:32])=[O:31])=[CH:19][CH:18]=3)[N:13]=2)[CH:5]=[CH:6][C:7]=1[O:8][CH:9]([CH3:11])[CH3:10]. (3) Given the reactants [B-](F)(F)(F)F.[B-](F)(F)(F)F.C1[N+]2(CCl)CC[N+]([F:21])(CC2)C1.[CH3:22][N:23]([CH3:40])/[CH:24]=[CH:25]/[C:26]([C:28]1[N:32]([CH:33]2[CH2:38][CH2:37][CH2:36][CH2:35][CH2:34]2)[C:31]([CH3:39])=[N:30][CH:29]=1)=[O:27], predict the reaction product. The product is: [CH3:40][N:23]([CH3:22])/[CH:24]=[C:25](\[F:21])/[C:26]([C:28]1[N:32]([CH:33]2[CH2:38][CH2:37][CH2:36][CH2:35][CH2:34]2)[C:31]([CH3:39])=[N:30][CH:29]=1)=[O:27]. (4) The product is: [Cl:12][C:9]1[CH:8]=[C:7]([Cl:13])[CH:6]=[C:5]2[C:10]=1[CH:11]=[C:2]([N:19]1[CH2:20][CH2:21][N:16]([CH3:15])[CH2:17][CH2:18]1)[NH:3][C:4]2=[O:14]. Given the reactants Cl[C:2]1[NH:3][C:4](=[O:14])[C:5]2[C:10]([CH:11]=1)=[C:9]([Cl:12])[CH:8]=[C:7]([Cl:13])[CH:6]=2.[CH3:15][N:16]1[CH2:21][CH2:20][NH:19][CH2:18][CH2:17]1, predict the reaction product.